Predict the reactants needed to synthesize the given product. From a dataset of Full USPTO retrosynthesis dataset with 1.9M reactions from patents (1976-2016). (1) Given the product [Br:6][C:7]1[CH:12]=[CH:11][CH:10]=[C:9]([O:5][CH2:4][CH:1]2[CH2:3][CH2:2]2)[N:8]=1, predict the reactants needed to synthesize it. The reactants are: [CH:1]1([CH2:4][OH:5])[CH2:3][CH2:2]1.[Br:6][C:7]1[CH:12]=[CH:11][CH:10]=[C:9](Br)[N:8]=1. (2) Given the product [CH3:1][N:2]([CH3:29])[C:3]([C:5]1[C:17]2[CH2:18][CH2:19][CH:20]([C:21]3[CH:26]=[CH:25][CH:24]=[CH:23][CH:22]=3)[O:28][C:16]=2[C:8]2[N:9]=[C:10]([CH3:15])[N:11]([CH2:12][O:13][CH3:14])[C:7]=2[CH:6]=1)=[O:4], predict the reactants needed to synthesize it. The reactants are: [CH3:1][N:2]([CH3:29])[C:3]([C:5]1[C:17]([CH2:18][CH2:19][CH:20](O)[C:21]2[CH:26]=[CH:25][CH:24]=[CH:23][CH:22]=2)=[C:16]([OH:28])[C:8]2[N:9]=[C:10]([CH3:15])[N:11]([CH2:12][O:13][CH3:14])[C:7]=2[CH:6]=1)=[O:4].[OH-].[Na+].